Dataset: Experimentally validated miRNA-target interactions with 360,000+ pairs, plus equal number of negative samples. Task: Binary Classification. Given a miRNA mature sequence and a target amino acid sequence, predict their likelihood of interaction. (1) The miRNA is mmu-miR-24-3p with sequence UGGCUCAGUUCAGCAGGAACAG. The protein sequence of the target gene is MSRPVRNRKVVDYSQFQESDDADEDYGRDSGPPAKKIRSSPREAKNKRRSGKNSQEDSEDSEEKDVKTKKDDSHSAEDSEDEKDDHKNVRQQRQAASKAASKQREMLLEDVGSEEEPEEDDEAPFQEKDSGSDEDFLMEDDDDSDYGSSKKKNKKMVKKSKPERKEKKMPKPRLKATVTPSPVKGKAKVGRPTASKKSKEKTPSPKEEDEEAESPPEKKSGDEGSEDEASSGED. Result: 1 (interaction). (2) The miRNA is mmu-miR-590-5p with sequence GAGCUUAUUCAUAAAAGUGCAG. The protein sequence of the target gene is MLGAADESSVRVAVRIRPQLAKEKIEGCHICTSVTPGEPQVFLGKDKAFTFDYVFDIDSQQEQIYTQCIEKLIEGCFEGYNATVFAYGQTGAGKTYTMGTGFDVNIMEEEQGIISRAVRHLFKSIDEKKTSAIKNGLPPPEFKVNAQFLELYNEEVLDLFDTTRDIDAKNKKSNIRIHEDSTGGIYTVGVTTRTVNTEPEMMQCLKLGALSRTTASTQMNVQSSRSHAIFTIHVCQTRVCPQTDAENATDNKLISESSPMNEFETLTAKFHFVDLAGSERLKRTGATGERAKEGISINCG.... Result: 0 (no interaction).